This data is from Full USPTO retrosynthesis dataset with 1.9M reactions from patents (1976-2016). The task is: Predict the reactants needed to synthesize the given product. (1) Given the product [N:30]([CH2:37][CH2:38][OH:39])([CH2:34][CH2:35][OH:36])[CH2:31][CH2:32][OH:33].[N:30]([CH2:37][CH2:38][OH:39])([CH2:34][CH2:35][OH:36])[CH2:31][CH2:32][OH:33].[P:1]([OH:29])([OH:28])([O:3][C:4]1[CH:9]=[CH:8][C:7]([Cl:10])=[CH:6][C:5]=1[C:11](=[O:27])[NH:12][C:13]1[CH:18]=[C:17]([C:19]([F:20])([F:21])[F:22])[CH:16]=[C:15]([C:23]([F:24])([F:25])[F:26])[CH:14]=1)=[O:2], predict the reactants needed to synthesize it. The reactants are: [P:1]([OH:29])([OH:28])([O:3][C:4]1[CH:9]=[CH:8][C:7]([Cl:10])=[CH:6][C:5]=1[C:11](=[O:27])[NH:12][C:13]1[CH:18]=[C:17]([C:19]([F:22])([F:21])[F:20])[CH:16]=[C:15]([C:23]([F:26])([F:25])[F:24])[CH:14]=1)=[O:2].[N:30]([CH2:37][CH2:38][OH:39])([CH2:34][CH2:35][OH:36])[CH2:31][CH2:32][OH:33]. (2) Given the product [CH3:12][C:3]1[CH:4]=[C:5]([C:6]([O:8][CH3:9])=[O:7])[CH:10]=[CH:11][C:2]=1[C:28]1[C:23]([C:16]2[CH:15]=[CH:20][CH:19]=[CH:18][CH:17]=2)=[CH:24][CH:25]=[CH:26][CH:27]=1, predict the reactants needed to synthesize it. The reactants are: Br[C:2]1[CH:11]=[CH:10][C:5]([C:6]([O:8][CH3:9])=[O:7])=[CH:4][C:3]=1[CH3:12].CO[C:15]1[CH:20]=[C:19](OC)[CH:18]=[CH:17][C:16]=1[C:23]1[CH:28]=[CH:27][C:26](C(O)=O)=[CH:25][C:24]=1C.C1(C2C=CC=CC=2)C(B(O)O)=CC=CC=1.C(=O)([O-])[O-].[K+].[K+]. (3) Given the product [F:2][C:3]1[C:4]([NH:13][C@H:14]2[CH2:18][CH2:17][CH2:16][C@@H:15]2[NH:19][C:32]([C:27]2[C:26]([C:21]3[N:20]=[CH:25][CH:24]=[CH:23][N:22]=3)=[CH:31][CH:30]=[CH:29][N:28]=2)=[O:33])=[N:5][CH:6]=[C:7]([C:9]([F:12])([F:10])[F:11])[CH:8]=1, predict the reactants needed to synthesize it. The reactants are: Cl.[F:2][C:3]1[C:4]([NH:13][C@H:14]2[CH2:18][CH2:17][CH2:16][C@@H:15]2[NH2:19])=[N:5][CH:6]=[C:7]([C:9]([F:12])([F:11])[F:10])[CH:8]=1.[N:20]1[CH:25]=[CH:24][CH:23]=[N:22][C:21]=1[C:26]1[C:27]([C:32](O)=[O:33])=[N:28][CH:29]=[CH:30][CH:31]=1.N1C2C(=NC=CC=2)N(O)N=1.C(Cl)CCl.C(N(CC)CC)C. (4) Given the product [C:1]([O:5][C:6]([N:8]1[CH2:13][CH2:12][CH:11]([O:14][C:15]2[CH:20]=[CH:19][C:18]([N:21]([CH2:22]/[CH:23]=[CH:24]/[C:25]3[CH:32]=[CH:31][CH:30]=[C:27]([C:28]#[N:29])[CH:26]=3)[S:38]([CH2:36][CH3:37])(=[O:40])=[O:39])=[CH:17][C:16]=2[C:33](=[O:35])[NH2:34])[CH2:10][CH2:9]1)=[O:7])([CH3:4])([CH3:2])[CH3:3], predict the reactants needed to synthesize it. The reactants are: [C:1]([O:5][C:6]([N:8]1[CH2:13][CH2:12][CH:11]([O:14][C:15]2[CH:20]=[CH:19][C:18]([NH:21][CH2:22]/[CH:23]=[CH:24]/[C:25]3[CH:26]=[C:27]([CH:30]=[CH:31][CH:32]=3)[C:28]#[N:29])=[CH:17][C:16]=2[C:33](=[O:35])[NH2:34])[CH2:10][CH2:9]1)=[O:7])([CH3:4])([CH3:3])[CH3:2].[CH2:36]([S:38](Cl)(=[O:40])=[O:39])[CH3:37].N1C=CC=CC=1.CO. (5) Given the product [OH:12][C:13]1[CH:18]=[C:17]([O:19][CH:46]2[CH2:45][CH2:44][CH2:43][CH2:42][O:41]2)[CH:16]=[CH:15][C:14]=1[C:20](=[O:29])[CH2:21][C:22]1[CH:27]=[CH:26][C:25]([O:28][CH:4]2[CH2:5][CH2:6][CH2:1][CH2:11][O:31]2)=[CH:24][CH:23]=1, predict the reactants needed to synthesize it. The reactants are: [C:1]1([CH3:11])[CH:6]=[CH:5][C:4](S(O)(=O)=O)=CC=1.[OH:12][C:13]1[CH:18]=[C:17]([OH:19])[CH:16]=[CH:15][C:14]=1[C:20](=[O:29])[CH2:21][C:22]1[CH:27]=[CH:26][C:25]([OH:28])=[CH:24][CH:23]=1.C(=O)(O)[O-:31].[Na+].C(OCC)(=O)C.[O:41]1[CH:46]=[CH:45][CH2:44][CH2:43][CH2:42]1. (6) Given the product [CH2:1]([O:8][CH2:9][CH:10]([C:12]1[N:13]=[CH:14][C:15]([NH2:18])=[N:16][CH:17]=1)[CH3:11])[C:2]1[CH:3]=[CH:4][CH:5]=[CH:6][CH:7]=1, predict the reactants needed to synthesize it. The reactants are: [CH2:1]([O:8][CH2:9][C:10]([C:12]1[N:13]=[CH:14][C:15]([NH2:18])=[N:16][CH:17]=1)=[CH2:11])[C:2]1[CH:7]=[CH:6][CH:5]=[CH:4][CH:3]=1.